The task is: Regression/Classification. Given a drug SMILES string, predict its toxicity properties. Task type varies by dataset: regression for continuous values (e.g., LD50, hERG inhibition percentage) or binary classification for toxic/non-toxic outcomes (e.g., AMES mutagenicity, cardiotoxicity, hepatotoxicity). Dataset: herg.. This data is from hERG channel blocking data for cardiac toxicity assessment. (1) The molecule is C[NH2+]CC[C@@H](Oc1ccc(C(F)(F)F)cc1)c1ccccc1. The result is 1 (blocker). (2) The drug is COCCOCC#Cc1cc(-c2n[nH]c3c2Cc2ccc(Cn4cncn4)cc2-3)cs1. The result is 1 (blocker).